The task is: Regression. Given a peptide amino acid sequence and an MHC pseudo amino acid sequence, predict their binding affinity value. This is MHC class I binding data.. This data is from Peptide-MHC class I binding affinity with 185,985 pairs from IEDB/IMGT. (1) The peptide sequence is HHIETLGQY. The MHC is Mamu-B17 with pseudo-sequence Mamu-B17. The binding affinity (normalized) is 0.279. (2) The peptide sequence is LVWKRFEHL. The MHC is H-2-Kb with pseudo-sequence H-2-Kb. The binding affinity (normalized) is 0.437. (3) The peptide sequence is LLASMVEEA. The MHC is HLA-A02:01 with pseudo-sequence HLA-A02:01. The binding affinity (normalized) is 0.623. (4) The peptide sequence is QIDKNKLYL. The MHC is HLA-B07:02 with pseudo-sequence HLA-B07:02. The binding affinity (normalized) is 0. (5) The peptide sequence is FSYYNAATI. The MHC is H-2-Db with pseudo-sequence H-2-Db. The binding affinity (normalized) is 0.987.